This data is from Reaction yield outcomes from USPTO patents with 853,638 reactions. The task is: Predict the reaction yield, written as a fraction of the theoretical maximum amount of product (1.0 means a 100% yield; for example, 0.34 means a 34% yield). (1) The product is [O:29]=[C:23]1[NH:24][C:25](=[O:28])[CH:26]=[CH:27][N:22]1[C@@H:12]1[O:11][CH:10]([C@H:30]([OH:62])[C@@H:31]([C:55]([OH:57])=[O:56])[NH:32][CH2:33][CH2:34][CH2:35][NH:36][C:37](=[O:54])[C@H:38]([CH2:50][CH:51]([CH3:53])[CH3:52])[NH:39][C:40](=[O:49])[O:41][CH2:42][C:43]2[CH:48]=[CH:47][CH:46]=[CH:45][CH:44]=2)[C@@H:9]([OH:8])[C@H:13]1[OH:14]. The yield is 0.150. The reactants are [Si]([O:8][C@H:9]1[C@@H:13]([O:14][Si](C(C)(C)C)(C)C)[C@H:12]([N:22]2[CH:27]=[CH:26][C:25](=[O:28])[NH:24][C:23]2=[O:29])[O:11][CH:10]1[C@H:30]([OH:62])[C@@H:31]([C:55]([O:57]C(C)(C)C)=[O:56])[NH:32][CH2:33][CH2:34][CH2:35][NH:36][C:37](=[O:54])[C@H:38]([CH2:50][CH:51]([CH3:53])[CH3:52])[NH:39][C:40](=[O:49])[O:41][CH2:42][C:43]1[CH:48]=[CH:47][CH:46]=[CH:45][CH:44]=1)(C(C)(C)C)(C)C.FC(F)(F)C(O)=O. The catalyst is O. (2) The reactants are I[C:2]1[CH:19]=[N:18][C:5]2[NH:6][CH2:7][CH2:8][N:9]([C:10]([C:12]3[CH:17]=[CH:16][CH:15]=[CH:14][CH:13]=3)=[O:11])[C:4]=2[CH:3]=1.[CH3:20][N:21]([CH3:43])[CH2:22][CH2:23][CH2:24][NH:25][C:26](=[O:42])[C:27]1[CH:32]=[CH:31][C:30](B2OC(C)(C)C(C)(C)O2)=[CH:29][CH:28]=1. No catalyst specified. The product is [C:10]([N:9]1[CH2:8][CH2:7][NH:6][C:5]2[N:18]=[CH:19][C:2]([C:30]3[CH:31]=[CH:32][C:27]([C:26]([NH:25][CH2:24][CH2:23][CH2:22][N:21]([CH3:20])[CH3:43])=[O:42])=[CH:28][CH:29]=3)=[CH:3][C:4]1=2)(=[O:11])[C:12]1[CH:17]=[CH:16][CH:15]=[CH:14][CH:13]=1. The yield is 0.440. (3) The reactants are [H-].[Na+].[CH3:3][CH2:4][O:5][C:6]([CH:8]([C:16]([O:18][CH2:19][CH3:20])=[O:17])[CH2:9][C:10]1[CH:15]=[CH:14][CH:13]=[CH:12][CH:11]=1)=[O:7].Cl.[CH2:22]([C:26]1[N:27]([CH2:33][C:34]2[CH:39]=[CH:38][CH:37]=[CH:36][C:35]=2[Cl:40])[C:28](CCl)=[CH:29][N:30]=1)[CH2:23][CH2:24][CH3:25]. The catalyst is CN(C)C=O. The product is [CH2:22]([C:26]1[N:27]([CH2:33][C:34]2[CH:39]=[CH:38][CH:37]=[CH:36][C:35]=2[Cl:40])[C:28]([C:8]([CH2:9][C:10]2[CH:15]=[CH:14][CH:13]=[CH:12][CH:11]=2)([C:6]([O:5][CH2:4][CH3:3])=[O:7])[C:16]([O:18][CH2:19][CH3:20])=[O:17])=[CH:29][N:30]=1)[CH2:23][CH2:24][CH3:25]. The yield is 0.850. (4) The reactants are [CH3:1][O:2][C:3]1[CH:4]=[C:5](/[CH:21]=[CH:22]/[C:23]([OH:25])=[O:24])[CH:6]=[C:7]([C:9]2[CH:18]=[CH:17][C:16]3[C:11](=[CH:12][CH:13]=[C:14]([O:19][CH3:20])[CH:15]=3)[CH:10]=2)[CH:8]=1. The catalyst is C(O)C.C1COCC1.[OH-].[OH-].[Pd+2]. The product is [CH3:1][O:2][C:3]1[CH:4]=[C:5]([CH2:21][CH2:22][C:23]([OH:25])=[O:24])[CH:6]=[C:7]([C:9]2[CH:18]=[CH:17][C:16]3[C:11](=[CH:12][CH:13]=[C:14]([O:19][CH3:20])[CH:15]=3)[CH:10]=2)[CH:8]=1. The yield is 1.00. (5) The reactants are [NH2:1][C:2]1[C:7]([CH3:8])=[CH:6][CH:5]=[CH:4][C:3]=1[OH:9].CO[CH:12]1[CH2:16][CH2:15][CH:14](OC)O1. The catalyst is C(O)(=O)C. The product is [CH3:8][C:7]1[C:2]([N:1]2[CH:12]=[CH:16][CH:15]=[CH:14]2)=[C:3]([OH:9])[CH:4]=[CH:5][CH:6]=1. The yield is 0.830.